From a dataset of Forward reaction prediction with 1.9M reactions from USPTO patents (1976-2016). Predict the product of the given reaction. (1) Given the reactants [Cl:1][C:2]1[CH:34]=[CH:33][C:5]([CH2:6][CH2:7][NH:8][C:9]([C:11]2[CH:32]=[CH:31][C:14]([O:15][C:16]3[CH:21]=[CH:20][C:19]([CH2:22][C:23]([O:25]CC)=[O:24])=[CH:18][C:17]=3[CH:28]3[CH2:30][CH2:29]3)=[CH:13][CH:12]=2)=[O:10])=[CH:4][CH:3]=1.[OH-].[Na+].O, predict the reaction product. The product is: [Cl:1][C:2]1[CH:3]=[CH:4][C:5]([CH2:6][CH2:7][NH:8][C:9]([C:11]2[CH:12]=[CH:13][C:14]([O:15][C:16]3[CH:21]=[CH:20][C:19]([CH2:22][C:23]([OH:25])=[O:24])=[CH:18][C:17]=3[CH:28]3[CH2:29][CH2:30]3)=[CH:31][CH:32]=2)=[O:10])=[CH:33][CH:34]=1. (2) The product is: [C:16]([C:8]1([C:5]2[CH:6]=[CH:7][C:2]([NH:1][C:42]([C:31]3[N:32]([CH2:34][O:35][CH2:36][CH2:37][Si:38]([CH3:41])([CH3:40])[CH3:39])[CH:33]=[C:29]([C:27]#[N:28])[N:30]=3)=[O:43])=[C:3]([C:18]3[CH2:23][CH2:22][C:21]([CH3:25])([CH3:24])[CH2:20][CH:19]=3)[CH:4]=2)[CH2:13][CH2:12][S:11](=[O:15])(=[O:14])[CH2:10][CH2:9]1)#[N:17]. Given the reactants [NH2:1][C:2]1[CH:7]=[CH:6][C:5]([C:8]2([C:16]#[N:17])[CH2:13][CH2:12][S:11](=[O:15])(=[O:14])[CH2:10][CH2:9]2)=[CH:4][C:3]=1[C:18]1[CH2:23][CH2:22][C:21]([CH3:25])([CH3:24])[CH2:20][CH:19]=1.[K+].[C:27]([C:29]1[N:30]=[C:31]([C:42]([O-])=[O:43])[N:32]([CH2:34][O:35][CH2:36][CH2:37][Si:38]([CH3:41])([CH3:40])[CH3:39])[CH:33]=1)#[N:28].C1CN([P+](Br)(N2CCCC2)N2CCCC2)CC1.F[P-](F)(F)(F)(F)F.CCN(C(C)C)C(C)C, predict the reaction product. (3) Given the reactants [C:1]([NH:4][NH2:5])(=[O:3])[CH3:2].Br[C:7]1[CH:14]=[CH:13][CH:12]=[CH:11][C:8]=1[CH2:9]Br, predict the reaction product. The product is: [CH2:9]([NH:5][NH:4][C:1](=[O:3])[CH3:2])[C:8]1[CH:11]=[CH:12][CH:13]=[CH:14][CH:7]=1. (4) Given the reactants Cl[C:2]1[N:10]=[C:9]([CH2:11][CH2:12][O:13][CH3:14])[N:8]=[C:7]2[C:3]=1[N:4]=[CH:5][NH:6]2.[NH:15]1[CH2:20][CH2:19][O:18][CH2:17][CH2:16]1.ClCCl, predict the reaction product. The product is: [CH3:14][O:13][CH2:12][CH2:11][C:9]1[N:8]=[C:7]2[C:3]([N:4]=[CH:5][NH:6]2)=[C:2]([N:15]2[CH2:20][CH2:19][O:18][CH2:17][CH2:16]2)[N:10]=1. (5) The product is: [F:1][C:2]1[CH:3]=[C:4]([N:8]2[C:9](=[O:20])[C:10]3[C:15](=[CH:14][C:13]([CH3:18])=[C:12]([CH3:19])[CH:11]=3)[CH:16]2[CH2:26][C:21]([OH:23])=[O:22])[CH:5]=[CH:6][CH:7]=1. Given the reactants [F:1][C:2]1[CH:3]=[C:4]([N:8]2[CH:16](O)[C:15]3[C:10](=[CH:11][C:12]([CH3:19])=[C:13]([CH3:18])[CH:14]=3)[C:9]2=[O:20])[CH:5]=[CH:6][CH:7]=1.[C:21]([CH:26]=P(C1C=CC=CC=1)(C1C=CC=CC=1)C1C=CC=CC=1)([O:23]CC)=[O:22].Cl, predict the reaction product. (6) Given the reactants [OH:1][C:2]1[N:6]([CH3:7])[N:5]=[C:4]([C:8]([F:11])([F:10])[F:9])[CH:3]=1.[C:12](=[O:15])([O-])[O-].[K+].[K+].C=O.[CH2:20](Br)[C:21]#[CH:22], predict the reaction product. The product is: [CH2:22]([O:1][C:2]1[N:6]([CH3:7])[N:5]=[C:4]([C:8]([F:11])([F:10])[F:9])[C:3]=1[CH2:12][OH:15])[C:21]#[CH:20]. (7) The product is: [C:28]([N:22]1[C:23]([C:24]([F:27])([F:26])[F:25])=[C:19]([C:17]2[N:34]=[N:33][C:4]3[CH2:3][C:2]([CH3:9])([CH3:1])[CH2:6][C:5]=3[CH:16]=2)[CH:20]=[N:21]1)([CH3:31])([CH3:30])[CH3:29]. Given the reactants [CH3:1][C:2]1([CH3:9])[CH2:6][C:5](=O)[C:4](=O)[CH2:3]1.COP([CH2:16][C:17]([C:19]1[CH:20]=[N:21][N:22]([C:28]([CH3:31])([CH3:30])[CH3:29])[C:23]=1[C:24]([F:27])([F:26])[F:25])=O)(=O)OC.O.[NH2:33][NH2:34], predict the reaction product.